The task is: Predict the product of the given reaction.. This data is from Forward reaction prediction with 1.9M reactions from USPTO patents (1976-2016). (1) Given the reactants [Br:1][C:2]1[CH:7]=[CH:6][NH:5][C:4](=[O:8])[CH:3]=1.[CH:9]1(B(O)O)[CH2:11][CH2:10]1.N1C=CC=CC=1C1C=CC=CN=1.C([O-])([O-])=O.[Na+].[Na+].[NH4+].[Cl-], predict the reaction product. The product is: [Br:1][C:2]1[CH:7]=[CH:6][N:5]([CH:9]2[CH2:11][CH2:10]2)[C:4](=[O:8])[CH:3]=1. (2) Given the reactants Br[C:2]1[CH:3]=[N:4][CH:5]=[C:6]2[C:11]=1[N:10]=[C:9]([C:12]([N:14]1[CH2:17][C:16]([O:19][CH3:20])([CH3:18])[CH2:15]1)=[O:13])[CH:8]=[CH:7]2.[CH3:21][N:22]1[CH:26]=[C:25]([C:27]2[CH:32]=[CH:31][C:30](B3OC(C)(C)C(C)(C)O3)=[CH:29][CH:28]=2)[CH:24]=[N:23]1.C(Cl)Cl.C(=O)([O-])[O-].[Na+].[Na+].O, predict the reaction product. The product is: [CH3:20][O:19][C:16]1([CH3:18])[CH2:17][N:14]([C:12]([C:9]2[CH:8]=[CH:7][C:6]3[C:11](=[C:2]([C:30]4[CH:29]=[CH:28][C:27]([C:25]5[CH:24]=[N:23][N:22]([CH3:21])[CH:26]=5)=[CH:32][CH:31]=4)[CH:3]=[N:4][CH:5]=3)[N:10]=2)=[O:13])[CH2:15]1.